This data is from Catalyst prediction with 721,799 reactions and 888 catalyst types from USPTO. The task is: Predict which catalyst facilitates the given reaction. (1) Reactant: [Cl:1][C:2]1[CH:7]=[CH:6][C:5]([C:8]2[C:17]3[C:12](=[CH:13][CH:14]=[C:15]([C:18](O)=[O:19])[CH:16]=3)[CH:11]=[N:10][CH:9]=2)=[CH:4][CH:3]=1.F[B-](F)(F)F.N1(OC(N(C)C)=[N+](C)C)C2C=CC=CC=2N=N1.C(N(CC)C(C)C)(C)C.[NH2:52][C:53]([CH3:57])([CH3:56])[CH2:54][OH:55]. Product: [Cl:1][C:2]1[CH:3]=[CH:4][C:5]([C:8]2[C:17]3[C:12](=[CH:13][CH:14]=[C:15]([C:18]([NH:52][C:53]([CH3:57])([CH3:56])[CH2:54][OH:55])=[O:19])[CH:16]=3)[CH:11]=[N:10][CH:9]=2)=[CH:6][CH:7]=1. The catalyst class is: 9. (2) Reactant: Br[C:2]1[C:14]2[C:13]3[CH:12]=[C:11]([C:15]4[CH:16]=NC=[CH:19][CH:20]=4)[CH:10]=[CH:9][C:8]=3N=C[C:5]=2[N:4](C(OC(C)(C)C)=O)[N:3]=1.[C:28]([O-])([O-])=O.[K+].[K+].[CH3:34][C:35]1(C)C(C)(C)OB(C2C=NC=CC=2)[O:36]1.[CH3:49][N:50]([CH:52]=O)[CH3:51]. Product: [CH3:34][C:35]1[O:36][C:9](/[CH:10]=[CH:11]/[C:15]2[CH:20]=[CH:19][C:52]([N:50]([CH3:49])[CH3:51])=[CH:28][CH:16]=2)=[CH:8][C:13](=[C:14]([C:2]#[N:3])[C:5]#[N:4])[CH:12]=1. The catalyst class is: 587. (3) The catalyst class is: 17. Reactant: [NH2:1][C:2]1[N:7]=[C:6]([C:8]([C:10]2[C:15]([NH:16][S:17]([C:20]3[CH:25]=[CH:24][C:23]([C:26]([CH3:29])([CH3:28])[CH3:27])=[CH:22][CH:21]=3)(=[O:19])=[O:18])=[CH:14][C:13]([Cl:30])=[CH:12][N:11]=2)=[O:9])[CH:5]=[CH:4][CH:3]=1.[CH3:31][S:32](Cl)(=[O:34])=[O:33]. Product: [C:26]([C:23]1[CH:22]=[CH:21][C:20]([S:17]([NH:16][C:15]2[C:10]([C:8]([C:6]3[CH:5]=[CH:4][CH:3]=[C:2]([NH:1][S:32]([CH3:31])(=[O:34])=[O:33])[N:7]=3)=[O:9])=[N:11][CH:12]=[C:13]([Cl:30])[CH:14]=2)(=[O:18])=[O:19])=[CH:25][CH:24]=1)([CH3:27])([CH3:29])[CH3:28]. (4) Reactant: [F:1][C:2]1[CH:30]=[C:29]([F:31])[CH:28]=[CH:27][C:3]=1[O:4][C:5]1[CH:6]=[C:7]2[C:11](=[CH:12][C:13]=1[C:14]([NH:16][C@H:17]1[CH2:21][CH2:20][NH:19][C:18]1=[O:22])=[O:15])[N:10]([CH2:23][CH:24]([CH3:26])[CH3:25])[N:9]=[CH:8]2.N[C@H:33]1CCCNC1=O. Product: [F:1][C:2]1[CH:30]=[C:29]([F:31])[CH:28]=[CH:27][C:3]=1[O:4][C:5]1[CH:6]=[C:7]2[C:11](=[CH:12][C:13]=1[C:14]([NH:16][C@H:17]1[CH2:21][CH2:33][CH2:20][NH:19][C:18]1=[O:22])=[O:15])[N:10]([CH2:23][CH:24]([CH3:25])[CH3:26])[N:9]=[CH:8]2. The catalyst class is: 96. (5) Reactant: [CH3:1][C:2]1[CH:7]=[CH:6][C:5]([NH:8][C:9](=[O:20])[C:10]2[CH:15]=[CH:14][CH:13]=[C:12]([C:16]([F:19])([F:18])[F:17])[CH:11]=2)=[CH:4][C:3]=1[C:21]1[CH:26]=[C:25]([N:27]2[CH2:32][CH2:31][O:30][CH2:29][CH2:28]2)[N:24]=[C:23](S(C)(=O)=O)[N:22]=1.[NH2:37][CH:38]([CH2:41][OH:42])[CH2:39][OH:40].[H-].[Na+]. Product: [OH:40][CH2:39][CH:38]([NH:37][C:23]1[N:22]=[C:21]([C:3]2[CH:4]=[C:5]([NH:8][C:9](=[O:20])[C:10]3[CH:15]=[CH:14][CH:13]=[C:12]([C:16]([F:17])([F:18])[F:19])[CH:11]=3)[CH:6]=[CH:7][C:2]=2[CH3:1])[CH:26]=[C:25]([N:27]2[CH2:32][CH2:31][O:30][CH2:29][CH2:28]2)[N:24]=1)[CH2:41][OH:42]. The catalyst class is: 3.